Dataset: Serine/threonine kinase 33 screen with 319,792 compounds. Task: Binary Classification. Given a drug SMILES string, predict its activity (active/inactive) in a high-throughput screening assay against a specified biological target. (1) The result is 0 (inactive). The molecule is ClC1=C(N2CCOCC2)C(=O)N(C1=O)c1ccc(cc1)CC. (2) The compound is O(c1c(/C=N\Nc2nc(N3CCCCC3)nc(n2)Nc2ccccc2)ccc(OC)c1)C. The result is 0 (inactive). (3) The drug is S1c2n(nc(c2C(O)n2c3c(nc12)cccc3)C)c1ccccc1. The result is 0 (inactive).